Predict the product of the given reaction. From a dataset of Forward reaction prediction with 1.9M reactions from USPTO patents (1976-2016). (1) Given the reactants [CH3:1][O:2][C:3]1[CH:4]=[C:5]2[C:10](=[CH:11][C:12]=1[O:13][CH3:14])[N:9]=[CH:8][N:7]=[C:6]2[O:15][C:16]1[CH:22]=[CH:21][C:19]([NH2:20])=[CH:18][CH:17]=1.C(N(CC)CC)C.ClC(Cl)(O[C:34](=[O:40])OC(Cl)(Cl)Cl)Cl.[CH2:42]([N:49]1[CH2:54][CH2:53][CH:52]([NH2:55])[CH2:51][CH2:50]1)[C:43]1[CH:48]=[CH:47][CH:46]=[CH:45][CH:44]=1, predict the reaction product. The product is: [CH2:42]([N:49]1[CH2:54][CH2:53][CH:52]([NH:55][C:34]([NH:20][C:19]2[CH:21]=[CH:22][C:16]([O:15][C:6]3[C:5]4[C:10](=[CH:11][C:12]([O:13][CH3:14])=[C:3]([O:2][CH3:1])[CH:4]=4)[N:9]=[CH:8][N:7]=3)=[CH:17][CH:18]=2)=[O:40])[CH2:51][CH2:50]1)[C:43]1[CH:44]=[CH:45][CH:46]=[CH:47][CH:48]=1. (2) Given the reactants FC(F)(F)C(O)=O.FC(F)(F)C(O)=O.[Cl:15][C:16]1[C:17]([N:29]2[CH2:34][CH2:33][NH:32][CH2:31][CH2:30]2)=[N:18][CH:19]=[C:20]([C:22]2[N:26]=[C:25]([CH2:27][CH3:28])[O:24][N:23]=2)[CH:21]=1.[Cl:35][C:36]1[S:40][C:39]([S:41]([NH:44][C:45](=O)[O:46]CC(Cl)(Cl)Cl)(=[O:43])=[O:42])=[CH:38][CH:37]=1.CCN(C(C)C)C(C)C.CCOC(C)=O, predict the reaction product. The product is: [Cl:15][C:16]1[C:17]([N:29]2[CH2:34][CH2:33][N:32]([C:45]([NH:44][S:41]([C:39]3[S:40][C:36]([Cl:35])=[CH:37][CH:38]=3)(=[O:43])=[O:42])=[O:46])[CH2:31][CH2:30]2)=[N:18][CH:19]=[C:20]([C:22]2[N:26]=[C:25]([CH2:27][CH3:28])[O:24][N:23]=2)[CH:21]=1.